Dataset: Forward reaction prediction with 1.9M reactions from USPTO patents (1976-2016). Task: Predict the product of the given reaction. (1) Given the reactants [Br:1][C:2]1[CH:7]=[CH:6][CH:5]=[CH:4][C:3]=1[S:8][C:9]1[CH:14]=[CH:13][C:12]([CH2:15][OH:16])=[CH:11][CH:10]=1.OO.[OH2:19].C(OCC)(=[O:22])C, predict the reaction product. The product is: [Br:1][C:2]1[CH:7]=[CH:6][CH:5]=[CH:4][C:3]=1[S:8]([C:9]1[CH:14]=[CH:13][C:12]([CH2:15][OH:16])=[CH:11][CH:10]=1)(=[O:22])=[O:19]. (2) Given the reactants CS([C:5]1[N:10]=[C:9]([O:11][CH:12]([CH3:14])[CH3:13])[C:8]([C:15]2[CH:20]=[CH:19][C:18]([Cl:21])=[CH:17][CH:16]=2)=[C:7]([C:22]2[CH:27]=[CH:26][C:25]([Cl:28])=[CH:24][C:23]=2[Cl:29])[N:6]=1)(=O)=O.[H-].[Na+].[F:32][C:33]1[CH:34]=[C:35]([CH:38]=[CH:39][C:40]=1[F:41])[CH2:36][OH:37], predict the reaction product. The product is: [F:32][C:33]1[CH:34]=[C:35]([CH:38]=[CH:39][C:40]=1[F:41])[CH2:36][O:37][C:5]1[N:10]=[C:9]([O:11][CH:12]([CH3:14])[CH3:13])[C:8]([C:15]2[CH:20]=[CH:19][C:18]([Cl:21])=[CH:17][CH:16]=2)=[C:7]([C:22]2[CH:27]=[CH:26][C:25]([Cl:28])=[CH:24][C:23]=2[Cl:29])[N:6]=1. (3) Given the reactants [CH2:1]([N:5]1[C:9]([CH2:10][C:11]([OH:14])([CH3:13])[CH3:12])=[CH:8][C:7]([C:15]([O:17]CC)=O)=[N:6]1)[CH2:2][CH2:3][CH3:4].[NH3:20], predict the reaction product. The product is: [CH2:1]([N:5]1[C:9]([CH2:10][C:11]([OH:14])([CH3:13])[CH3:12])=[CH:8][C:7]([C:15]([NH2:20])=[O:17])=[N:6]1)[CH2:2][CH2:3][CH3:4]. (4) Given the reactants [CH3:1][O:2][C:3]1[CH:4]=[C:5]([OH:22])[C:6]2[O:10][C:9]([C:11]3[N:12]=[C:13]4[N:17]([CH:18]=3)[N:16]=[C:15]([O:19][CH3:20])[S:14]4)=[CH:8][C:7]=2[CH:21]=1.[CH2:23]([O:30][C:31]1[CH:36]=[CH:35][CH:34]=[C:33]([CH2:37]Br)[CH:32]=1)[C:24]1[CH:29]=[CH:28][CH:27]=[CH:26][CH:25]=1.C([O-])([O-])=O.[K+].[K+], predict the reaction product. The product is: [CH2:23]([O:30][C:31]1[CH:32]=[C:33]([CH:34]=[CH:35][CH:36]=1)[CH2:37][O:22][C:5]1[C:6]2[O:10][C:9]([C:11]3[N:12]=[C:13]4[N:17]([CH:18]=3)[N:16]=[C:15]([O:19][CH3:20])[S:14]4)=[CH:8][C:7]=2[CH:21]=[C:3]([O:2][CH3:1])[CH:4]=1)[C:24]1[CH:25]=[CH:26][CH:27]=[CH:28][CH:29]=1. (5) Given the reactants [H-].[Na+].C([C:6]1[S:10][C:9]2[C:11]([C:15]3[CH:20]=[C:19]([CH:21]([CH3:23])[CH3:22])[CH:18]=[C:17]([CH:24]([CH3:26])[CH3:25])[C:16]=3[O:27][CH2:28][CH3:29])=[CH:12][CH:13]=[CH:14][C:8]=2[CH:7]=1)(=O)C.CN([CH:33]=[O:34])C, predict the reaction product. The product is: [CH2:16]([O:27][C:33](=[O:34])[CH:6]=[C:7]([C:6]1[S:10][C:9]2[C:11]([C:15]3[CH:20]=[C:19]([CH:21]([CH3:22])[CH3:23])[CH:18]=[C:17]([CH:24]([CH3:26])[CH3:25])[C:16]=3[O:27][CH2:28][CH3:29])=[CH:12][CH:13]=[CH:14][C:8]=2[CH:7]=1)[CH3:8])[CH3:15]. (6) Given the reactants Br[C:2]1[CH:7]=[CH:6][C:5]([CH:8]2[CH2:13][CH2:12][S:11](=[O:15])(=[O:14])[CH2:10][CH2:9]2)=[CH:4][C:3]=1[CH3:16].[B:17]1([B:17]2[O:21][C:20]([CH3:23])([CH3:22])[C:19]([CH3:25])([CH3:24])[O:18]2)[O:21][C:20]([CH3:23])([CH3:22])[C:19]([CH3:25])([CH3:24])[O:18]1.C(Cl)Cl.CC([O-])=O.[K+], predict the reaction product. The product is: [CH3:16][C:3]1[CH:4]=[C:5]([CH:8]2[CH2:13][CH2:12][S:11](=[O:15])(=[O:14])[CH2:10][CH2:9]2)[CH:6]=[CH:7][C:2]=1[B:17]1[O:21][C:20]([CH3:23])([CH3:22])[C:19]([CH3:25])([CH3:24])[O:18]1. (7) Given the reactants C([O-])=O.[NH4+].[CH:5]([NH:8][C:9]([C:11]1[C:19]2[C:14](=[N:15][CH:16]=[C:17]([C:20]3[C:28]4[C:23](=[CH:24][C:25]([F:29])=[CH:26][CH:27]=4)[N:22]([CH:30]4[CH2:33][N:32](C(C5C=CC=CC=5)C5C=CC=CC=5)[CH2:31]4)[N:21]=3)[N:18]=2)[N:13]([CH2:47][O:48][CH2:49][CH2:50][Si:51]([CH3:54])([CH3:53])[CH3:52])[CH:12]=1)=[O:10])([CH3:7])[CH3:6], predict the reaction product. The product is: [CH:5]([NH:8][C:9]([C:11]1[C:19]2[C:14](=[N:15][CH:16]=[C:17]([C:20]3[C:28]4[C:23](=[CH:24][C:25]([F:29])=[CH:26][CH:27]=4)[N:22]([CH:30]4[CH2:33][NH:32][CH2:31]4)[N:21]=3)[N:18]=2)[N:13]([CH2:47][O:48][CH2:49][CH2:50][Si:51]([CH3:53])([CH3:52])[CH3:54])[CH:12]=1)=[O:10])([CH3:7])[CH3:6].